Dataset: Catalyst prediction with 721,799 reactions and 888 catalyst types from USPTO. Task: Predict which catalyst facilitates the given reaction. Reactant: [F:1][C:2]1[CH:10]=[C:9]2[C:5]([C:6]([C:11]3[CH:22]=[CH:21][C:14]4[NH:15][C:16]([CH2:18][C:19]#[N:20])=[N:17][C:13]=4[CH:12]=3)=[CH:7][NH:8]2)=[CH:4][CH:3]=1.C([O-])([O-])=[O:24].[K+].[K+].OO.C(Cl)Cl.CO. Product: [F:1][C:2]1[CH:10]=[C:9]2[C:5]([C:6]([C:11]3[CH:22]=[CH:21][C:14]4[N:15]=[C:16]([CH2:18][C:19]([NH2:20])=[O:24])[NH:17][C:13]=4[CH:12]=3)=[CH:7][NH:8]2)=[CH:4][CH:3]=1. The catalyst class is: 58.